From a dataset of Forward reaction prediction with 1.9M reactions from USPTO patents (1976-2016). Predict the product of the given reaction. (1) Given the reactants CC1C(OC)=C(C/C=C(/CC[C:16]([O-:18])=[O:17])\C)C(O)=[C:4]2[C:20]([O:22][CH2:23][C:3]=12)=[O:21].[Na+].[Si](=O)=O.O.[OH:36][CH:37]1[O:45][C@H:44]([CH2:46]O)[C@@H:42]([O:36][C@@H:37]2[O:45][C@H:44]([CH2:46]O)[C@H:42](O)[C@H:40](O)[C@H:38]2O)[C@H:40](O)[C@H:38]1O.[C:52]([O-])(=O)CCCCCCCCCCCCCCCCC.[Mg+2].C([O-])(=O)CCCCCCCCCCCCCCCCC, predict the reaction product. The product is: [CH3:4][C:20]([O:22][CH:23]=[CH2:3])=[O:21].[CH:44]1[CH:42]=[C:40]([C:16]([OH:18])=[O:17])[C:38]([C:37]([OH:36])=[O:45])=[CH:52][CH:46]=1. (2) Given the reactants I[C:2]1[CH:11]=[CH:10][CH:9]=[C:8]2[C:3]=1[CH:4]=[CH:5][C:6]([NH:12][CH2:13][C:14]1[O:15][C:16]([CH3:19])=[CH:17][CH:18]=1)=[N:7]2.O.[CH3:21][N:22](C)C=O, predict the reaction product. The product is: [CH3:19][C:16]1[O:15][C:14]([CH2:13][NH:12][C:6]2[CH:5]=[CH:4][C:3]3[C:2]([C:21]#[N:22])=[CH:11][CH:10]=[CH:9][C:8]=3[N:7]=2)=[CH:18][CH:17]=1. (3) Given the reactants [C:1]([C:4]1[C:12]2[C:7](=[CH:8][CH:9]=[C:10](C(O)=O)[CH:11]=2)[N:6]([CH2:16][C:17]([N:19]2[CH2:23][C@H:22]([F:24])[CH2:21][C@H:20]2[C:25](=[O:41])[NH:26][C:27]2[C:28]([F:40])=[C:29]([C:33]3[CH:38]=[CH:37][CH:36]=[CH:35][C:34]=3[Cl:39])[CH:30]=[CH:31][CH:32]=2)=[O:18])[CH:5]=1)(=[O:3])[CH3:2].[N-:42]=[C:43]=[O:44].[F:45][C:46]1([F:52])[CH2:51][CH2:50][CH2:49][NH:48][CH2:47]1, predict the reaction product. The product is: [C:1]([C:4]1[C:12]2[C:7](=[CH:8][CH:9]=[C:10]([NH:42][C:43]([N:48]3[CH2:49][CH2:50][CH2:51][C:46]([F:52])([F:45])[CH2:47]3)=[O:44])[CH:11]=2)[N:6]([CH2:16][C:17]([N:19]2[CH2:23][C@H:22]([F:24])[CH2:21][C@H:20]2[C:25](=[O:41])[NH:26][C:27]2[C:28]([F:40])=[C:29]([C:33]3[CH:38]=[CH:37][CH:36]=[CH:35][C:34]=3[Cl:39])[CH:30]=[CH:31][CH:32]=2)=[O:18])[CH:5]=1)(=[O:3])[CH3:2]. (4) Given the reactants [CH2:1]([C@@H:8]1[C@@H:16]([CH2:17][CH2:18][CH2:19][CH3:20])[C@H:15]([CH3:21])[O:14][C:13](=[O:22])[C@@H:12]([NH:23][C:24](=[O:34])[C:25]2[C:30]([OH:31])=[C:29]([O:32][CH3:33])[CH:28]=[CH:27][N:26]=2)[CH2:11][CH2:10][CH2:9]1)[C:2]1[CH:7]=[CH:6][CH:5]=[CH:4][CH:3]=1.[C:35]([O:38][CH2:39]Br)(=[O:37])[CH3:36].C([O-])([O-])=O.[K+].[K+], predict the reaction product. The product is: [C:35]([O:38][CH2:39][O:31][C:30]1[C:25]([C:24](=[O:34])[NH:23][C@H:12]2[CH2:11][CH2:10][CH2:9][C@H:8]([CH2:1][C:2]3[CH:3]=[CH:4][CH:5]=[CH:6][CH:7]=3)[C@@H:16]([CH2:17][CH2:18][CH2:19][CH3:20])[C@H:15]([CH3:21])[O:14][C:13]2=[O:22])=[N:26][CH:27]=[CH:28][C:29]=1[O:32][CH3:33])(=[O:37])[CH3:36]. (5) Given the reactants Cl[C:2]([O:4][CH3:5])=[O:3].[CH3:6][O:7][C:8]1[CH:56]=[C:55]([O:57][CH3:58])[CH:54]=[CH:53][C:9]=1[CH2:10][NH:11][C:12]1[C:16]2[CH:17]=[C:18]3[C:23](=[CH:24][C:15]=2[N:14]([C:34]([C:47]2[CH:52]=[CH:51][CH:50]=[CH:49][CH:48]=2)([C:41]2[CH:46]=[CH:45][CH:44]=[CH:43][CH:42]=2)[C:35]2[CH:40]=[CH:39][CH:38]=[CH:37][CH:36]=2)[N:13]=1)[NH:22][C:21](=[O:25])[N:20]([C@@H:26]([C:28]1[CH:33]=[CH:32][CH:31]=[CH:30][CH:29]=1)[CH3:27])[CH2:19]3.N1C=CC=CC=1, predict the reaction product. The product is: [CH3:6][O:7][C:8]1[CH:56]=[C:55]([O:57][CH3:58])[CH:54]=[CH:53][C:9]=1[CH2:10][N:11]([C:12]1[C:16]2[CH:17]=[C:18]3[C:23](=[CH:24][C:15]=2[N:14]([C:34]([C:47]2[CH:48]=[CH:49][CH:50]=[CH:51][CH:52]=2)([C:35]2[CH:36]=[CH:37][CH:38]=[CH:39][CH:40]=2)[C:41]2[CH:46]=[CH:45][CH:44]=[CH:43][CH:42]=2)[N:13]=1)[NH:22][C:21](=[O:25])[N:20]([C@@H:26]([C:28]1[CH:29]=[CH:30][CH:31]=[CH:32][CH:33]=1)[CH3:27])[CH2:19]3)[C:2](=[O:3])[O:4][CH3:5].